This data is from Full USPTO retrosynthesis dataset with 1.9M reactions from patents (1976-2016). The task is: Predict the reactants needed to synthesize the given product. (1) Given the product [C:2]([O:5][C:6]([NH:8][CH:9]([CH2:10][C:11]#[CH:12])[C:13]([NH:37][CH:38]([CH2:39][CH:40]([CH3:42])[CH3:41])[C:43]([O:45][CH3:46])=[O:44])=[O:15])=[O:7])([CH3:1])([CH3:3])[CH3:4], predict the reactants needed to synthesize it. The reactants are: [CH3:1][C:2]([O:5][C:6]([NH:8][C@H:9]([C:13]([OH:15])=O)[CH2:10][C:11]#[CH:12])=[O:7])([CH3:4])[CH3:3].CCN=C=NCCCN(C)C.C1C=CC2N(O)N=NC=2C=1.[NH2:37][C@H:38]([C:43]([O:45][CH3:46])=[O:44])[CH2:39][CH:40]([CH3:42])[CH3:41].Cl.C(N(C(C)C)CC)(C)C. (2) Given the product [CH2:1]([O:3][C:4]1[C:24]([OH:25])=[CH:23][C:7]2[C:8]3[N:13]([CH:14]([CH3:16])[CH2:15][C:6]=2[CH:5]=1)[CH:12]=[C:11]([C:17]([OH:19])=[O:18])[C:10](=[O:22])[CH:9]=3)[CH3:2], predict the reactants needed to synthesize it. The reactants are: [CH2:1]([O:3][C:4]1[C:24]([OH:25])=[CH:23][C:7]2[CH:8]3[N:13]([CH:14]([CH3:16])[CH2:15][C:6]=2[CH:5]=1)[CH:12]=[C:11]([C:17]([O:19]CC)=[O:18])[C:10](=[O:22])[CH2:9]3)[CH3:2].C1(Cl)C(=O)C(Cl)=C(Cl)C(=O)C=1Cl.O.[OH-].[Li+].Cl. (3) Given the product [ClH:19].[OH:16][CH:14]1[CH2:15][CH:10]2[CH2:9][NH:8][CH2:12][CH:11]2[CH2:13]1, predict the reactants needed to synthesize it. The reactants are: C(OC([N:8]1[CH2:12][CH:11]2[CH2:13][C:14](=[O:16])[CH2:15][CH:10]2[CH2:9]1)=O)(C)(C)C.[BH4-].[Na+].[ClH:19]. (4) Given the product [CH3:28][O:29][C:30]1[CH:37]=[CH:36][C:33]([CH:34]([C:2]2[CH:3]=[C:4]([C:12]3[CH:17]=[CH:16][N:15]=[CH:14][CH:13]=3)[S:5][C:6]=2[C:7]2[NH:11][CH:10]=[N:9][N:8]=2)[OH:35])=[CH:32][CH:31]=1, predict the reactants needed to synthesize it. The reactants are: Br[C:2]1[CH:3]=[C:4]([C:12]2[CH:17]=[CH:16][N:15]=[CH:14][CH:13]=2)[S:5][C:6]=1[C:7]1[NH:11][CH:10]=[N:9][N:8]=1.O1CCCC1.[Li]CCCC.[CH3:28][O:29][C:30]1[CH:37]=[CH:36][C:33]([CH:34]=[O:35])=[CH:32][CH:31]=1.